This data is from Reaction yield outcomes from USPTO patents with 853,638 reactions. The task is: Predict the reaction yield, written as a fraction of the theoretical maximum amount of product (1.0 means a 100% yield; for example, 0.34 means a 34% yield). The reactants are [NH2:1][C:2]1[CH:13]=[CH:12][C:5]2=[CH:6][CH:7]=[CH:8][C:9](=[O:11])[N:10]=[C:4]2[CH:3]=1.C(N(CC)CC)C.[C:21](O[C:21]([O:23][C:24]([CH3:27])([CH3:26])[CH3:25])=[O:22])([O:23][C:24]([CH3:27])([CH3:26])[CH3:25])=[O:22]. The catalyst is CN(C=O)C. The product is [C:24]([O:23][C:21](=[O:22])[NH:1][C:2]1[CH:13]=[CH:12][C:5]2[CH2:6][CH2:7][CH2:8][C:9](=[O:11])[NH:10][C:4]=2[CH:3]=1)([CH3:27])([CH3:26])[CH3:25]. The yield is 0.640.